Predict the product of the given reaction. From a dataset of Forward reaction prediction with 1.9M reactions from USPTO patents (1976-2016). Given the reactants [NH2:1][C:2]1[CH:3]=[CH:4][CH:5]=[C:6]2[C:10]=1[C:9](=[O:11])[N:8]([C@@H:12]([C:19]1[CH:24]=[CH:23][C:22]([O:25][CH3:26])=[C:21]([O:27][CH2:28][CH3:29])[CH:20]=1)[CH2:13][C:14]([N:16]([CH3:18])[CH3:17])=[O:15])[CH2:7]2.[C:30](Cl)(=[O:32])[CH3:31].C(=O)([O-])O.[Na+].C(OCC)(=O)C, predict the reaction product. The product is: [C:30]([NH:1][C:2]1[CH:3]=[CH:4][CH:5]=[C:6]2[C:10]=1[C:9](=[O:11])[N:8]([C@@H:12]([C:19]1[CH:24]=[CH:23][C:22]([O:25][CH3:26])=[C:21]([O:27][CH2:28][CH3:29])[CH:20]=1)[CH2:13][C:14]([N:16]([CH3:18])[CH3:17])=[O:15])[CH2:7]2)(=[O:32])[CH3:31].